From a dataset of Reaction yield outcomes from USPTO patents with 853,638 reactions. Predict the reaction yield, written as a fraction of the theoretical maximum amount of product (1.0 means a 100% yield; for example, 0.34 means a 34% yield). (1) The reactants are C([O:3][C:4]([C:6]1([C:11]2[CH:16]=[CH:15][C:14]([OH:17])=[CH:13][CH:12]=2)[CH2:10][CH2:9][CH2:8][CH2:7]1)=[O:5])C.[CH3:18][C:19]1[CH:47]=[CH:46][C:22]([CH2:23][N:24]2[CH2:28][CH:27]([CH2:29][CH2:30]OS(C3C=CC(C)=CC=3)(=O)=O)[N:26]([CH2:42][CH2:43][CH3:44])[C:25]2=[O:45])=[CH:21][CH:20]=1.C([O-])([O-])=O.[K+].[K+].N#N.[OH-].[Na+]. The catalyst is C(O)C. The product is [CH3:18][C:19]1[CH:47]=[CH:46][C:22]([CH2:23][N:24]2[CH2:28][CH:27]([CH2:29][CH2:30][O:17][C:14]3[CH:13]=[CH:12][C:11]([C:6]4([C:4]([OH:3])=[O:5])[CH2:7][CH2:8][CH2:9][CH2:10]4)=[CH:16][CH:15]=3)[N:26]([CH2:42][CH2:43][CH3:44])[C:25]2=[O:45])=[CH:21][CH:20]=1. The yield is 0.400. (2) The reactants are [H-].[Na+].[CH3:3][O:4][C:5](=[O:8])[CH2:6][SH:7].C([O:12][CH:13]([CH3:22])[C:14](Cl)=[C:15]1[CH2:19][CH2:18][CH2:17][C:16]1=O)(=O)C.C(OC(C)C(C1CCCC=1Cl)=O)(=O)C.C([O-])([O-])=O.[K+].[K+]. The catalyst is O1CCCC1.O.CO. The product is [CH3:3][O:4][C:5]([C:6]1[S:7][C:14]([CH:13]([OH:12])[CH3:22])=[C:15]2[CH2:19][CH2:18][CH2:17][C:16]=12)=[O:8]. The yield is 0.356. (3) The reactants are Br[C:2]1[CH:3]=[C:4]([C:8](=[O:24])[C:9]([C:11]2[CH:16]=[CH:15][C:14]([O:17][CH:18]([F:20])[F:19])=[C:13]([CH:21]3[CH2:23][CH2:22]3)[CH:12]=2)=[O:10])[CH:5]=[CH:6][CH:7]=1.[CH2:25]([OH:30])[CH2:26][CH2:27][C:28]#[CH:29].[Al]. The catalyst is C(N(CC)CC)C.C(OCC)C.[Cu](I)I.[Pd].C1(P(C2C=CC=CC=2)C2C=CC=CC=2)C=CC=CC=1.C1(P(C2C=CC=CC=2)C2C=CC=CC=2)C=CC=CC=1.C1(P(C2C=CC=CC=2)C2C=CC=CC=2)C=CC=CC=1.C1(P(C2C=CC=CC=2)C2C=CC=CC=2)C=CC=CC=1. The product is [CH:21]1([C:13]2[CH:12]=[C:11]([C:9](=[O:10])[C:8]([C:4]3[CH:5]=[CH:6][CH:7]=[C:2]([C:29]#[C:28][CH2:27][CH2:26][CH2:25][OH:30])[CH:3]=3)=[O:24])[CH:16]=[CH:15][C:14]=2[O:17][CH:18]([F:20])[F:19])[CH2:23][CH2:22]1. The yield is 0.900. (4) The reactants are Br[C:2]1[CH:3]=[C:4]([S:8][CH3:9])[CH:5]=[CH:6][CH:7]=1.C([Li])CCC.[C:15]([O:19][C:20]([N:22]1[CH2:26][CH2:25][CH2:24][C:23]1=[O:27])=[O:21])([CH3:18])([CH3:17])[CH3:16].[Cl-].[NH4+]. The catalyst is O1CCCC1.O. The product is [C:15]([O:19][C:20](=[O:21])[NH:22][CH2:26][CH2:25][CH2:24][C:23]([C:2]1[CH:7]=[CH:6][CH:5]=[C:4]([S:8][CH3:9])[CH:3]=1)=[O:27])([CH3:18])([CH3:16])[CH3:17]. The yield is 0.830. (5) The product is [CH3:11][N:12]1[CH2:17][CH2:16][N:15]([C:2]2[N:7]=[N:6][C:5]([C:8]([NH2:10])=[O:9])=[CH:4][CH:3]=2)[CH2:14][CH2:13]1. The yield is 0.750. The catalyst is CC(O)C. The reactants are Cl[C:2]1[N:7]=[N:6][C:5]([C:8]([NH2:10])=[O:9])=[CH:4][CH:3]=1.[CH3:11][N:12]1[CH2:17][CH2:16][NH:15][CH2:14][CH2:13]1. (6) The reactants are [NH2:1][C:2]1[CH:3]=[C:4](B(O)O)[CH:5]=[CH:6][CH:7]=1.Br[C:12]1[CH:13]=[CH:14][C:15]([F:21])=[C:16]([N+:18]([O-:20])=[O:19])[CH:17]=1.C(=O)(O)[O-].[Na+]. The catalyst is C1(C)C=CC=CC=1.C1C=CC([P]([Pd]([P](C2C=CC=CC=2)(C2C=CC=CC=2)C2C=CC=CC=2)([P](C2C=CC=CC=2)(C2C=CC=CC=2)C2C=CC=CC=2)[P](C2C=CC=CC=2)(C2C=CC=CC=2)C2C=CC=CC=2)(C2C=CC=CC=2)C2C=CC=CC=2)=CC=1. The product is [F:21][C:15]1[CH:14]=[CH:13][C:12]([C:4]2[CH:5]=[CH:6][CH:7]=[C:2]([NH2:1])[CH:3]=2)=[CH:17][C:16]=1[N+:18]([O-:20])=[O:19]. The yield is 0.920. (7) The reactants are [Cl:1][C:2]1[CH:7]=[CH:6][CH:5]=[C:4]([Cl:8])[C:3]=1[CH:9]1[C:14]([C:15]([O:17][CH3:18])=[O:16])=[C:13]([CH2:19][C:20]([O:22]C)=[O:21])[NH:12][C:11]([CH2:24][CH2:25][C:26]2[CH:31]=[CH:30][CH:29]=[CH:28][C:27]=2[CH2:32][CH2:33][CH2:34][N:35]([CH3:37])[CH3:36])=[C:10]1[C:38]([O:40][CH3:41])=[O:39].[OH-].[Na+]. The catalyst is O1CCOCC1. The product is [Cl:1][C:2]1[CH:7]=[CH:6][CH:5]=[C:4]([Cl:8])[C:3]=1[CH:9]1[C:10]([C:38]([O:40][CH3:41])=[O:39])=[C:11]([CH2:24][CH2:25][C:26]2[CH:31]=[CH:30][CH:29]=[CH:28][C:27]=2[CH2:32][CH2:33][CH2:34][N:35]([CH3:36])[CH3:37])[NH:12][C:13]([CH2:19][C:20]([OH:22])=[O:21])=[C:14]1[C:15]([O:17][CH3:18])=[O:16]. The yield is 0.900. (8) The reactants are [Cl-].O[NH3+:3].[C:4](=[O:7])([O-])[OH:5].[Na+].CS(C)=O.[O:13]1[C:17]2[CH:18]=[CH:19][C:20]([N:22]3[C:27](=[O:28])[C:26]([CH2:29][C:30]4[CH:35]=[CH:34][C:33]([C:36]5[C:37]([C:42]#[N:43])=[CH:38][CH:39]=[CH:40][CH:41]=5)=[CH:32][CH:31]=4)=[C:25]([CH2:44][CH2:45][CH2:46][CH3:47])[N:24]=[C:23]3[CH3:48])=[CH:21][C:16]=2[O:15][CH2:14]1. The catalyst is O.C(OCC)(=O)C. The product is [O:13]1[C:17]2[CH:18]=[CH:19][C:20]([N:22]3[C:27](=[O:28])[C:26]([CH2:29][C:30]4[CH:35]=[CH:34][C:33]([C:36]5[CH:41]=[CH:40][CH:39]=[CH:38][C:37]=5[C:42]5[NH:3][C:4](=[O:7])[O:5][N:43]=5)=[CH:32][CH:31]=4)=[C:25]([CH2:44][CH2:45][CH2:46][CH3:47])[N:24]=[C:23]3[CH3:48])=[CH:21][C:16]=2[O:15][CH2:14]1. The yield is 0.770. (9) The reactants are Br[C:2]1[C:10]([N+:11]([O-:13])=[O:12])=[CH:9][C:8]([Br:14])=[CH:7][C:3]=1[C:4]([OH:6])=[O:5].[Cl:15][C:16]1[CH:23]=[CH:22][CH:21]=[CH:20][C:17]=1[CH2:18][NH2:19].[OH-].[Na+].CCOCC. The catalyst is C1(C)C=CC=CC=1. The product is [Br:14][C:8]1[CH:9]=[C:10]([N+:11]([O-:13])=[O:12])[C:2]([NH:19][CH2:18][C:17]2[CH:20]=[CH:21][CH:22]=[CH:23][C:16]=2[Cl:15])=[C:3]([CH:7]=1)[C:4]([OH:6])=[O:5]. The yield is 0.615.